Dataset: hERG potassium channel inhibition data for cardiac toxicity prediction from Karim et al.. Task: Regression/Classification. Given a drug SMILES string, predict its toxicity properties. Task type varies by dataset: regression for continuous values (e.g., LD50, hERG inhibition percentage) or binary classification for toxic/non-toxic outcomes (e.g., AMES mutagenicity, cardiotoxicity, hepatotoxicity). Dataset: herg_karim. (1) The molecule is O=S(=O)(c1ccc(F)cc1)N1CCc2nc(OC3CCN(C4CCC4)CC3)ccc2C1. The result is 1 (blocker). (2) The compound is Cc1cccnc1CN1CCC2(CC1)C(=O)N(c1ccc(C3CCCCC3)cc1)C(=O)N2c1cc(O)ncn1. The result is 1 (blocker). (3) The compound is COCCCc1cc(CCCN2CCS(=O)(=O)CC2)c(Cl)c(CN(C(=O)[C@H]2CNCC[C@@]23OCc2cc(F)c(F)cc23)C2CC2)c1. The result is 1 (blocker). (4) The compound is N[C@H](C(=O)N1CCC(F)(F)C1)[C@H]1CC[C@H](NS(=O)(=O)c2ccc(OC(F)(F)F)cc2)CC1. The result is 1 (blocker). (5) The molecule is O=C(C=Cc1ccc(CNCCc2c(-c3ccccc3)[nH]c3ccccc23)cc1)NO. The result is 1 (blocker). (6) The drug is C[C@@H](c1ccc(-c2ccc(F)cc2F)cc1)N1CC[C@](CCO)(c2ccc(F)cc2)OC1=O. The result is 0 (non-blocker). (7) The result is 0 (non-blocker). The compound is CC(C)c1cc(C#N)cc2nc(-c3ccc(C(=O)NC[C@H]4CC[C@H](c5cccc(C(F)(F)F)c5)CC4)cc3)oc12. (8) The molecule is O=C(NC[C@@H]1CCN(C(=O)CCCCC(c2ccc(F)cc2)c2ccc(F)cc2)C1)c1cc(C(F)(F)F)cc(C(F)(F)F)c1. The result is 1 (blocker).